From a dataset of NCI-60 drug combinations with 297,098 pairs across 59 cell lines. Regression. Given two drug SMILES strings and cell line genomic features, predict the synergy score measuring deviation from expected non-interaction effect. (1) Drug 1: COC1=NC(=NC2=C1N=CN2C3C(C(C(O3)CO)O)O)N. Drug 2: CS(=O)(=O)CCNCC1=CC=C(O1)C2=CC3=C(C=C2)N=CN=C3NC4=CC(=C(C=C4)OCC5=CC(=CC=C5)F)Cl. Synergy scores: CSS=7.01, Synergy_ZIP=-0.868, Synergy_Bliss=8.13, Synergy_Loewe=-0.586, Synergy_HSA=2.27. Cell line: COLO 205. (2) Drug 1: CC1OCC2C(O1)C(C(C(O2)OC3C4COC(=O)C4C(C5=CC6=C(C=C35)OCO6)C7=CC(=C(C(=C7)OC)O)OC)O)O. Drug 2: C(CCl)NC(=O)N(CCCl)N=O. Cell line: UACC62. Synergy scores: CSS=33.9, Synergy_ZIP=-5.46, Synergy_Bliss=2.64, Synergy_Loewe=-10.6, Synergy_HSA=2.85.